From a dataset of Catalyst prediction with 721,799 reactions and 888 catalyst types from USPTO. Predict which catalyst facilitates the given reaction. (1) Reactant: C(OC(=O)[NH:7][C:8]1[CH:13]=[CH:12][C:11]([C:14]([F:17])([F:16])[F:15])=[CH:10][C:9]=1[NH:18][C:19](=[O:38])[CH2:20][C:21]([C:23]1[CH:28]=[CH:27][CH:26]=[C:25]([C:29]2[C:34]([CH2:35][CH3:36])=[CH:33][N:32]=[C:31]([CH3:37])[CH:30]=2)[CH:24]=1)=O)(C)(C)C.C(O)(C(F)(F)F)=O. Product: [CH2:35]([C:34]1[C:29]([C:25]2[CH:24]=[C:23]([C:21]3[CH2:20][C:19](=[O:38])[NH:18][C:9]4[CH:10]=[C:11]([C:14]([F:16])([F:17])[F:15])[CH:12]=[CH:13][C:8]=4[N:7]=3)[CH:28]=[CH:27][CH:26]=2)=[CH:30][C:31]([CH3:37])=[N:32][CH:33]=1)[CH3:36]. The catalyst class is: 2. (2) The catalyst class is: 2. Product: [CH:1]1([NH:4][C:5]([NH:6][C:7]2[CH:41]=[CH:40][C:10]([O:11][C:12]3[CH:17]=[CH:16][N:15]=[C:14]4[CH:18]=[C:19]([C:21]5[CH:22]=[N:23][N:24]([CH2:26][CH2:27][NH:28][CH2:36][CH2:37][O:38][CH3:39])[CH:25]=5)[S:20][C:13]=34)=[C:9]([F:42])[CH:8]=2)=[O:43])[CH2:3][CH2:2]1. Reactant: [CH:1]1([NH:4][C:5](=[O:43])[NH:6][C:7]2[CH:41]=[CH:40][C:10]([O:11][C:12]3[CH:17]=[CH:16][N:15]=[C:14]4[CH:18]=[C:19]([C:21]5[CH:22]=[N:23][N:24]([CH2:26][CH2:27][N:28]([CH2:36][CH2:37][O:38][CH3:39])C(=O)OC(C)(C)C)[CH:25]=5)[S:20][C:13]=34)=[C:9]([F:42])[CH:8]=2)[CH2:3][CH2:2]1.C(O)(C(F)(F)F)=O. (3) Reactant: C(O[C:4]([C:6]1[N:11]=[C:10]([CH3:12])[C:9]2[S:13][C:14]([C:16]3[CH:21]=[CH:20][CH:19]=[CH:18][CH:17]=3)=[N:15][C:8]=2[C:7]=1[OH:22])=[O:5])C.[NH2:23][CH2:24][C:25]([OH:27])=[O:26]. Product: [OH:22][C:7]1[C:8]2[N:15]=[C:14]([C:16]3[CH:17]=[CH:18][CH:19]=[CH:20][CH:21]=3)[S:13][C:9]=2[C:10]([CH3:12])=[N:11][C:6]=1[C:4]([NH:23][CH2:24][C:25]([OH:27])=[O:26])=[O:5]. The catalyst class is: 779.